Dataset: Forward reaction prediction with 1.9M reactions from USPTO patents (1976-2016). Task: Predict the product of the given reaction. Given the reactants [O:1]([C:8]1[CH:14]=[CH:13][C:11]([NH2:12])=[CH:10][CH:9]=1)[C:2]1[CH:7]=[CH:6][CH:5]=[CH:4][CH:3]=1.C(N(CC)CC)C.[C:22](OC(=O)C)(=[O:24])[CH3:23], predict the reaction product. The product is: [O:1]([C:8]1[CH:9]=[CH:10][C:11]([NH:12][C:22](=[O:24])[CH3:23])=[CH:13][CH:14]=1)[C:2]1[CH:3]=[CH:4][CH:5]=[CH:6][CH:7]=1.